Dataset: Reaction yield outcomes from USPTO patents with 853,638 reactions. Task: Predict the reaction yield, written as a fraction of the theoretical maximum amount of product (1.0 means a 100% yield; for example, 0.34 means a 34% yield). (1) The reactants are [Br:1][C:2]1[CH:3]=[C:4]2[C:9](=[C:10]([Br:14])[C:11]=1[O:12][CH3:13])[CH2:8][NH:7][C@@:6]([CH3:18])([C:15]([OH:17])=[O:16])[CH2:5]2.C(N(CC)CC)C.[C:26](O[C:26]([O:28][C:29]([CH3:32])([CH3:31])[CH3:30])=[O:27])([O:28][C:29]([CH3:32])([CH3:31])[CH3:30])=[O:27]. The catalyst is CN(C=O)C.O. The product is [Br:1][C:2]1[CH:3]=[C:4]2[C:9](=[C:10]([Br:14])[C:11]=1[O:12][CH3:13])[CH2:8][N:7]([C:26]([O:28][C:29]([CH3:32])([CH3:31])[CH3:30])=[O:27])[C@@:6]([CH3:18])([C:15]([OH:17])=[O:16])[CH2:5]2. The yield is 0.220. (2) The reactants are Br[C:2]1[C:7]2[N:8]([C:29]3[CH:34]=[CH:33][CH:32]=[CH:31][CH:30]=3)[C:9]([C@@H:11]([NH:13][C:14]3[N:22]=[CH:21][N:20]=[C:19]4[C:15]=3[N:16]=[CH:17][N:18]4[CH:23]3[CH2:28][CH2:27][CH2:26][CH2:25][O:24]3)[CH3:12])=[N:10][C:6]=2[CH:5]=[CH:4][C:3]=1[F:35].[CH:36]1(B(O)O)[CH2:38][CH2:37]1.C([O-])([O-])=O.[Cs+].[Cs+]. The catalyst is O1CCOCC1.O.C1C=CC([P]([Pd]([P](C2C=CC=CC=2)(C2C=CC=CC=2)C2C=CC=CC=2)([P](C2C=CC=CC=2)(C2C=CC=CC=2)C2C=CC=CC=2)[P](C2C=CC=CC=2)(C2C=CC=CC=2)C2C=CC=CC=2)(C2C=CC=CC=2)C2C=CC=CC=2)=CC=1. The product is [CH:36]1([C:2]2[C:7]3[N:8]([C:29]4[CH:30]=[CH:31][CH:32]=[CH:33][CH:34]=4)[C:9]([C@@H:11]([NH:13][C:14]4[N:22]=[CH:21][N:20]=[C:19]5[C:15]=4[N:16]=[CH:17][N:18]5[CH:23]4[CH2:28][CH2:27][CH2:26][CH2:25][O:24]4)[CH3:12])=[N:10][C:6]=3[CH:5]=[CH:4][C:3]=2[F:35])[CH2:38][CH2:37]1. The yield is 0.430. (3) The reactants are [C:1]1([S:7]([N:10]2[C:14]3[CH:15]=[N:16][C:17]([C:20]#[N:21])=[C:18]([OH:19])[C:13]=3[C:12]3[CH:22]=[C:23](Br)[CH:24]=[N:25][C:11]2=3)(=[O:9])=[O:8])[CH:6]=[CH:5][CH:4]=[CH:3][CH:2]=1.C(O)C.C(OCC)(=O)C.Cl. The catalyst is [Pd].C(N(CC)CC)C.CN(C=O)C. The product is [C:1]1([S:7]([N:10]2[C:14]3[CH:15]=[N:16][C:17]([C:20]#[N:21])=[C:18]([OH:19])[C:13]=3[C:12]3[CH:22]=[CH:23][CH:24]=[N:25][C:11]2=3)(=[O:8])=[O:9])[CH:2]=[CH:3][CH:4]=[CH:5][CH:6]=1. The yield is 0.890. (4) The reactants are [NH2:1][C:2]1[N:7]=[CH:6][N:5]=[C:4]([NH:8][C@H:9]([C:11]2[N:16]([C:17]3[CH:22]=[CH:21][CH:20]=[CH:19][CH:18]=3)[C:15](=[O:23])[C:14]3=[C:24]([CH3:27])[CH:25]=[CH:26][N:13]3[N:12]=2)[CH3:10])[C:3]=1[C:28]1[CH:36]=[C:35]2[C:31]([CH:32]=[CH:33][N:34]2[S:37]([C:40]2[CH:45]=[CH:44][C:43]([O:46]C)=[CH:42][CH:41]=2)(=[O:39])=[O:38])=[CH:30][CH:29]=1.B(Br)(Br)Br. The catalyst is ClCCl.C(OCC)(=O)C. The product is [NH2:1][C:2]1[N:7]=[CH:6][N:5]=[C:4]([NH:8][C@H:9]([C:11]2[N:16]([C:17]3[CH:22]=[CH:21][CH:20]=[CH:19][CH:18]=3)[C:15](=[O:23])[C:14]3=[C:24]([CH3:27])[CH:25]=[CH:26][N:13]3[N:12]=2)[CH3:10])[C:3]=1[C:28]1[CH:36]=[C:35]2[C:31]([CH:32]=[CH:33][N:34]2[S:37]([C:40]2[CH:41]=[CH:42][C:43]([OH:46])=[CH:44][CH:45]=2)(=[O:38])=[O:39])=[CH:30][CH:29]=1. The yield is 0.610. (5) The reactants are [Cl-].O[NH3+:3].[C:4](=[O:7])([O-])[OH:5].[Na+].CS(C)=O.[CH3:13][C:14]([CH3:45])([CH3:44])[CH2:15][N:16]1[C:21](=[O:22])[C:20]([CH2:23][C:24]2[CH:29]=[CH:28][C:27]([C:30]3[C:31]([C:36]#[N:37])=[CH:32][CH:33]=[CH:34][CH:35]=3)=[CH:26][CH:25]=2)=[C:19]([CH2:38][CH2:39][CH3:40])[N:18]2[N:41]=[CH:42][N:43]=[C:17]12. The catalyst is C(OCC)(=O)C. The product is [CH3:45][C:14]([CH3:44])([CH3:13])[CH2:15][N:16]1[C:21](=[O:22])[C:20]([CH2:23][C:24]2[CH:25]=[CH:26][C:27]([C:30]3[CH:35]=[CH:34][CH:33]=[CH:32][C:31]=3[C:36]3[NH:3][C:4](=[O:7])[O:5][N:37]=3)=[CH:28][CH:29]=2)=[C:19]([CH2:38][CH2:39][CH3:40])[N:18]2[N:41]=[CH:42][N:43]=[C:17]12. The yield is 0.400. (6) The reactants are [C:1]([Si:5]([CH3:15])([CH3:14])[O:6][C@H:7]([CH:12]=[CH2:13])[CH2:8][CH2:9][C:10]#[CH:11])([CH3:4])([CH3:3])[CH3:2].[Li][CH2:17]CCC.CI. The catalyst is C1COCC1. The product is [C:1]([Si:5]([CH3:14])([CH3:15])[O:6][C@H:7]([CH:12]=[CH2:13])[CH2:8][CH2:9][C:10]#[C:11][CH3:17])([CH3:3])([CH3:4])[CH3:2]. The yield is 0.770. (7) The reactants are [H-].[Na+].[CH3:3][C:4]1[CH:8]=[C:7]([CH3:9])[NH:6][N:5]=1.CN(C)C=O.Cl[C:16]1[N:24]=[C:23]2[C:19]([N:20]=[CH:21][N:22]2[CH2:25][CH3:26])=[C:18]([NH:27][C:28]2[CH:33]=[CH:32][C:31]([Cl:34])=[C:30]([Cl:35])[CH:29]=2)[N:17]=1. The catalyst is O. The product is [Cl:35][C:30]1[CH:29]=[C:28]([NH:27][C:18]2[N:17]=[C:16]([N:5]3[C:4]([CH3:3])=[CH:8][C:7]([CH3:9])=[N:6]3)[N:24]=[C:23]3[C:19]=2[N:20]=[CH:21][N:22]3[CH2:25][CH3:26])[CH:33]=[CH:32][C:31]=1[Cl:34]. The yield is 0.0200. (8) The reactants are Cl[C:2]1[N:3]=[C:4]([OH:12])[C:5]2[CH:11]=[CH:10][N:9]=[CH:8][C:6]=2[N:7]=1.[CH3:13][N:14]([CH2:22][CH2:23][C:24]1[CH:29]=[CH:28][CH:27]=[CH:26][CH:25]=1)[C:15]1[CH:20]=[CH:19][C:18]([OH:21])=[CH:17][CH:16]=1. No catalyst specified. The product is [CH3:13][N:14]([CH2:22][CH2:23][C:24]1[CH:29]=[CH:28][CH:27]=[CH:26][CH:25]=1)[C:15]1[CH:20]=[CH:19][C:18]([O:21][C:2]2[N:3]=[C:4]([OH:12])[C:5]3[CH:11]=[CH:10][N:9]=[CH:8][C:6]=3[N:7]=2)=[CH:17][CH:16]=1. The yield is 0.170. (9) The reactants are [O:1]=[C:2]1[N:8]2[CH2:9][CH:10]([C:13]([O:15][CH3:16])=[O:14])[CH2:11][CH2:12][CH:7]2[CH2:6][CH2:5][C:4]2[CH:17]=[N:18][CH:19]=[CH:20][C:3]1=2.C1C=C(Cl)C=C(C(OO)=[O:29])C=1. The catalyst is C(Cl)Cl. The product is [CH3:16][O:15][C:13]([CH:10]1[CH2:9][N:8]2[C:2](=[O:1])[C:3]3[CH:20]=[CH:19][N+:18]([O-:29])=[CH:17][C:4]=3[CH2:5][CH2:6][CH:7]2[CH2:12][CH2:11]1)=[O:14]. The yield is 0.950. (10) The reactants are [Cl:1][C:2]1[CH:7]=[C:6]([Cl:8])[CH:5]=[CH:4][C:3]=1[C:9]1[N:10]=[C:11](/[CH:16]=[CH:17]/[C:18]2[CH:23]=[CH:22][C:21]([C:24]3[CH:29]=[CH:28][C:27]([OH:30])=[CH:26][CH:25]=3)=[CH:20][CH:19]=2)[N:12]([CH2:14][CH3:15])[CH:13]=1.Br[CH2:32][CH2:33][CH2:34][C:35]#[N:36].[NH:37]1C=N[N:39]=[N:38]1. No catalyst specified. The product is [Cl:1][C:2]1[CH:7]=[C:6]([Cl:8])[CH:5]=[CH:4][C:3]=1[C:9]1[N:10]=[C:11](/[CH:16]=[CH:17]/[C:18]2[CH:23]=[CH:22][C:21]([C:24]3[CH:25]=[CH:26][C:27]([O:30][CH2:32][CH2:33][CH2:34][C:35]4[NH:36][N:39]=[N:38][N:37]=4)=[CH:28][CH:29]=3)=[CH:20][CH:19]=2)[N:12]([CH2:14][CH3:15])[CH:13]=1. The yield is 0.410.